This data is from Forward reaction prediction with 1.9M reactions from USPTO patents (1976-2016). The task is: Predict the product of the given reaction. (1) Given the reactants [CH3:1][C:2]1[CH:3]=[C:4]([NH:9][CH2:10][CH2:11][C:12]2[CH:17]=[CH:16][C:15]([F:18])=[CH:14][CH:13]=2)[CH:5]=[CH:6][C:7]=1[CH3:8].[NH:19]1[C:23]2[CH:24]=[CH:25][CH:26]=[CH:27][C:22]=2[N:21]=[C:20]1[CH2:28][C:29](O)=[O:30], predict the reaction product. The product is: [NH:19]1[C:23]2[CH:24]=[CH:25][CH:26]=[CH:27][C:22]=2[N:21]=[C:20]1[CH2:28][C:29]([N:9]([C:4]1[CH:5]=[CH:6][C:7]([CH3:8])=[C:2]([CH3:1])[CH:3]=1)[CH2:10][CH2:11][C:12]1[CH:13]=[CH:14][C:15]([F:18])=[CH:16][CH:17]=1)=[O:30]. (2) Given the reactants [C:1]12([C:11]3[O:15][C:14]([C:16](O)=[O:17])=[CH:13][CH:12]=3)[CH2:10][CH:5]3[CH2:6][CH:7]([CH2:9][CH:3]([CH2:4]3)[CH2:2]1)[CH2:8]2.[CH2:19]([O:21][C:22](=[O:32])[CH:23]=[CH:24][C:25]1[CH:30]=[CH:29][CH:28]=[C:27]([NH2:31])[CH:26]=1)[CH3:20], predict the reaction product. The product is: [CH2:19]([O:21][C:22](=[O:32])[CH:23]=[CH:24][C:25]1[CH:30]=[CH:29][CH:28]=[C:27]([NH:31][C:16]([C:14]2[O:15][C:11]([C:1]34[CH2:10][CH:5]5[CH2:4][CH:3]([CH2:9][CH:7]([CH2:6]5)[CH2:8]3)[CH2:2]4)=[CH:12][CH:13]=2)=[O:17])[CH:26]=1)[CH3:20]. (3) Given the reactants [OH:1][C:2]1[CH:9]=[CH:8][C:5]([C:6]#[N:7])=[CH:4][C:3]=1[CH2:10][CH2:11][CH3:12].[CH2:13]([O:15][C:16](=[O:32])[CH2:17][C@H:18]1[C:26]2[C:21](=[CH:22][C:23]([O:27][CH2:28][CH2:29][CH2:30]Br)=[CH:24][CH:25]=2)[CH2:20][CH2:19]1)[CH3:14].C([O-])([O-])=O.[Cs+].[Cs+], predict the reaction product. The product is: [C:6]([C:5]1[CH:8]=[CH:9][C:2]([O:1][CH2:30][CH2:29][CH2:28][O:27][C:23]2[CH:22]=[C:21]3[C:26](=[CH:25][CH:24]=2)[C@H:18]([CH2:17][C:16]([O:15][CH2:13][CH3:14])=[O:32])[CH2:19][CH2:20]3)=[C:3]([CH2:10][CH2:11][CH3:12])[CH:4]=1)#[N:7]. (4) Given the reactants CON(C)[C:4]([C@H:6]1[O:14][C@H:13]2[C@H:9]([N:10]=[C:11]([N:15]([CH3:23])[C:16](=[O:22])[O:17][C:18]([CH3:21])([CH3:20])[CH3:19])[S:12]2)[C@@H:8]([O:24][CH2:25][C:26]2[CH:31]=[CH:30][C:29]([O:32][CH3:33])=[CH:28][CH:27]=2)[C@@H:7]1[O:34][CH2:35][C:36]1[CH:41]=[CH:40][C:39]([O:42][CH3:43])=[CH:38][CH:37]=1)=[O:5].[CH3:45][Mg]Br, predict the reaction product. The product is: [C:4]([C@H:6]1[O:14][C@H:13]2[C@H:9]([N:10]=[C:11]([N:15]([CH3:23])[C:16](=[O:22])[O:17][C:18]([CH3:21])([CH3:20])[CH3:19])[S:12]2)[C@@H:8]([O:24][CH2:25][C:26]2[CH:27]=[CH:28][C:29]([O:32][CH3:33])=[CH:30][CH:31]=2)[C@@H:7]1[O:34][CH2:35][C:36]1[CH:37]=[CH:38][C:39]([O:42][CH3:43])=[CH:40][CH:41]=1)(=[O:5])[CH3:45]. (5) Given the reactants [CH2:1]([N:8]1[CH2:14][C@@H:13]2[C@H:9]1[CH2:10][CH2:11][NH:12]2)[C:2]1[CH:7]=[CH:6][CH:5]=[CH:4][CH:3]=1.[Cl:15][C:16]1[CH:21]=[CH:20][C:19](I)=[CH:18][N:17]=1.CC(C)([O-])C.[Na+], predict the reaction product. The product is: [CH2:1]([N:8]1[CH2:14][C@@H:13]2[C@H:9]1[CH2:10][CH2:11][N:12]2[C:19]1[CH:18]=[N:17][C:16]([Cl:15])=[CH:21][CH:20]=1)[C:2]1[CH:3]=[CH:4][CH:5]=[CH:6][CH:7]=1. (6) Given the reactants [NH2:1][C:2]1[CH:3]=[C:4]2[C:8](=[CH:9][CH:10]=1)[C:7](=[O:11])[N:6]([CH2:12][C:13]([O:15][CH2:16][C:17]1[CH:22]=[CH:21][CH:20]=[CH:19][CH:18]=1)=[O:14])[C:5]2=[O:23].[CH3:24][S:25](Cl)(=[O:27])=[O:26], predict the reaction product. The product is: [CH3:24][S:25]([NH:1][C:2]1[CH:3]=[C:4]2[C:8](=[CH:9][CH:10]=1)[C:7](=[O:11])[N:6]([CH2:12][C:13]([O:15][CH2:16][C:17]1[CH:18]=[CH:19][CH:20]=[CH:21][CH:22]=1)=[O:14])[C:5]2=[O:23])(=[O:27])=[O:26]. (7) Given the reactants C[O:2][C:3]([C:5]1[C:6](=[O:21])[C:7]2[C:12]([C:13]=1[C:14]1[CH:19]=[CH:18][CH:17]=[CH:16][CH:15]=1)=[CH:11][CH:10]=[C:9]([OH:20])[CH:8]=2)=[O:4].CSC.B(Br)(Br)Br.C(=O)(O)[O-].[Na+].Cl, predict the reaction product. The product is: [OH:20][C:9]1[CH:8]=[C:7]2[C:12]([C:13]([C:14]3[CH:19]=[CH:18][CH:17]=[CH:16][CH:15]=3)=[C:5]([C:3]([OH:4])=[O:2])[C:6]2=[O:21])=[CH:11][CH:10]=1. (8) Given the reactants [CH2:1]([O:3][C:4]1[CH:5]=[C:6]2[C:11](=[CH:12][C:13]=1[O:14][CH3:15])[NH:10][CH:9]=[N:8][C:7]2=O)[CH3:2].O=P(Cl)(Cl)[Cl:19], predict the reaction product. The product is: [Cl:19][C:7]1[C:6]2[C:11](=[CH:12][C:13]([O:14][CH3:15])=[C:4]([O:3][CH2:1][CH3:2])[CH:5]=2)[N:10]=[CH:9][N:8]=1. (9) Given the reactants [C:1]([O:5][C:6]([CH:8]([NH2:35])[C:9]1[CH:34]=[CH:33][C:12]([CH2:13][O:14][C:15]2[CH:16]=[C:17]([CH:21]=[C:22]([O:24][C:25]3[CH:30]=[CH:29][C:28]([C:31]#[N:32])=[CH:27][CH:26]=3)[CH:23]=2)[C:18](O)=[O:19])=[CH:11][CH:10]=1)=[O:7])([CH3:4])([CH3:3])[CH3:2].[C:36]([O:40][C:41](=[O:50])[NH:42][CH:43]1[CH2:48][CH2:47][CH:46]([NH2:49])[CH2:45][CH2:44]1)([CH3:39])([CH3:38])[CH3:37], predict the reaction product. The product is: [C:36]([O:40][C:41](=[O:50])[NH:42][CH:43]1[CH2:44][CH2:45][CH:46]([NH:49][C:18](=[O:19])[C:17]2[CH:21]=[C:22]([O:24][C:25]3[CH:26]=[CH:27][C:28]([C:31]#[N:32])=[CH:29][CH:30]=3)[CH:23]=[C:15]([O:14][CH2:13][C:12]3[CH:11]=[CH:10][C:9]([CH:8]([C:6]([O:5][C:1]([CH3:3])([CH3:2])[CH3:4])=[O:7])[NH2:35])=[CH:34][CH:33]=3)[CH:16]=2)[CH2:47][CH2:48]1)([CH3:39])([CH3:37])[CH3:38].